Dataset: Full USPTO retrosynthesis dataset with 1.9M reactions from patents (1976-2016). Task: Predict the reactants needed to synthesize the given product. (1) Given the product [Br:1][C:2]1[CH:3]=[CH:4][C:5]([C@H:8]([C:16]2[CH:21]=[CH:20][CH:19]=[CH:18][C:17]=2[CH3:22])[CH2:9][C:10](=[O:11])[CH2:23][C:24]2[CH:29]=[CH:28][CH:27]=[CH:26][N:25]=2)=[CH:6][CH:7]=1, predict the reactants needed to synthesize it. The reactants are: [Br:1][C:2]1[CH:7]=[CH:6][C:5]([C@H:8]([C:16]2[CH:21]=[CH:20][CH:19]=[CH:18][C:17]=2[CH3:22])[CH2:9][C:10](N(OC)C)=[O:11])=[CH:4][CH:3]=1.[CH3:23][C:24]1[CH:29]=[CH:28][CH:27]=[CH:26][N:25]=1. (2) Given the product [CH2:9]([C:2]1[CH:3]=[CH:4][C:5]([F:8])=[N:6][CH:7]=1)[CH3:10], predict the reactants needed to synthesize it. The reactants are: Br[C:2]1[CH:3]=[CH:4][C:5]([F:8])=[N:6][CH:7]=1.[CH2:9](B(CC)CC)[CH3:10].O1CCCC1.C(=O)([O-])[O-].[K+].[K+].O.